Task: Binary Classification. Given a drug SMILES string, predict its activity (active/inactive) in a high-throughput screening assay against a specified biological target.. Dataset: HIV replication inhibition screening data with 41,000+ compounds from the AIDS Antiviral Screen The result is 0 (inactive). The drug is CSC(=NC(=O)c1ccccc1)Nc1ccc([N+](=O)[O-])cc1C#N.I.